Task: Predict the reaction yield, written as a fraction of the theoretical maximum amount of product (1.0 means a 100% yield; for example, 0.34 means a 34% yield).. Dataset: Reaction yield outcomes from USPTO patents with 853,638 reactions (1) The catalyst is O1CCOCC1.O.CCOC(C)=O.[NH4+].[Cl-].[Os](=O)(=O)(=O)=O. The product is [CH2:31]([C@H:30]1[C@@H:26]([C:6]2[N:7]3[C:12]4[CH:13]=[CH:14][NH:15][C:11]=4[N:10]=[CH:9][C:8]3=[C:4]([CH2:1][OH:41])[N:5]=2)[CH2:27][C@@H:28]([NH:33][S:34]([CH:37]2[CH2:39][CH2:38]2)(=[O:35])=[O:36])[CH2:29]1)[CH3:32]. The yield is 0.0600. The reactants are [CH2:1]([C:4]1[N:5]=[C:6]([C@@H:26]2[C@H:30]([CH2:31][CH3:32])[CH2:29][C@H:28]([NH:33][S:34]([CH:37]3[CH2:39][CH2:38]3)(=[O:36])=[O:35])[CH2:27]2)[N:7]2[C:12]3[CH:13]=[CH:14][N:15](S(C4C=CC(C)=CC=4)(=O)=O)[C:11]=3[N:10]=[CH:9][C:8]=12)C=C.I([O-])(=O)(=O)=[O:41].[Na+].[BH4-].[Na+].Cl.[OH-].[Na+]. (2) The reactants are Cl[C:2]1[CH:3]=[C:4]([C:9]2[N:13]3[C:14]4[N:22]=[C:21]([O:23][CH3:24])[CH:20]=[CH:19][C:15]=4[N:16]=[C:17]([CH3:18])[C:12]3=[C:11]([CH3:25])[N:10]=2)[CH:5]=[C:6](Cl)[CH:7]=1.CCN(CC)CC.[CH3:33][O:34][C:35]1C=CC=C[C:36]=1C#C. The catalyst is Cl[Pd](Cl)([P](C1C=CC=CC=1)(C1C=CC=CC=1)C1C=CC=CC=1)[P](C1C=CC=CC=1)(C1C=CC=CC=1)C1C=CC=CC=1.[Cu]I.CN(C=O)C. The product is [CH3:24][O:23][C:21]1[CH:20]=[CH:19][C:15]2[N:16]=[C:17]([CH3:18])[C:12]3[N:13]([C:9]([C:4]#[C:3][C:2]4[CH:7]=[CH:6][CH:5]=[CH:36][C:35]=4[O:34][CH3:33])=[N:10][C:11]=3[CH3:25])[C:14]=2[N:22]=1. The yield is 0.270.